Dataset: Full USPTO retrosynthesis dataset with 1.9M reactions from patents (1976-2016). Task: Predict the reactants needed to synthesize the given product. (1) Given the product [CH2:16]([C:2]1[C:3]([CH3:15])=[C:4]([C:8]2[O:9][CH2:10][C:11]([CH3:14])([CH3:13])[N:12]=2)[CH:5]=[CH:6][CH:7]=1)[CH3:17], predict the reactants needed to synthesize it. The reactants are: Br[C:2]1[C:3]([CH3:15])=[C:4]([C:8]2[O:9][CH2:10][C:11]([CH3:14])([CH3:13])[N:12]=2)[CH:5]=[CH:6][CH:7]=1.[CH2:16]([Mg]Br)[CH3:17]. (2) Given the product [CH3:1][O:2][C:3]([C:4]1[CH:5]=[C:6]2[C:7](=[CH:8][CH:9]=1)[NH:10][N:27]=[C:11]2[S:12]([C:15]1[C:24]2[C:19](=[CH:20][CH:21]=[CH:22][CH:23]=2)[CH:18]=[CH:17][CH:16]=1)(=[O:13])=[O:14])=[O:25], predict the reactants needed to synthesize it. The reactants are: [CH3:1][O:2][C:3](=[O:25])[C:4]1[CH:9]=[CH:8][C:7]([NH2:10])=[C:6]([CH2:11][S:12]([C:15]2[C:24]3[C:19](=[CH:20][CH:21]=[CH:22][CH:23]=3)[CH:18]=[CH:17][CH:16]=2)(=[O:14])=[O:13])[CH:5]=1.Cl.[N:27]([O-])=O.[Na+].C(=O)(O)[O-].[Na+]. (3) Given the product [F:1][C:2]([F:14])([F:15])[C:3]1[CH:9]=[CH:8][C:7]([C:10]([F:12])([F:11])[F:13])=[CH:6][C:4]=1[N:5]1[CH:20]=[CH:21][C:22]([CH:18]=[O:17])=[CH:23]1, predict the reactants needed to synthesize it. The reactants are: [F:1][C:2]([F:15])([F:14])[C:3]1[CH:9]=[CH:8][C:7]([C:10]([F:13])([F:12])[F:11])=[CH:6][C:4]=1[NH2:5].C[O:17][CH:18]1[CH:22]([CH:23]=O)[CH2:21][CH:20](OC)O1.